Task: Binary Classification. Given a miRNA mature sequence and a target amino acid sequence, predict their likelihood of interaction.. Dataset: Experimentally validated miRNA-target interactions with 360,000+ pairs, plus equal number of negative samples (1) The miRNA is mmu-miR-703 with sequence AAAACCUUCAGAAGGAAAGAA. Result: 1 (interaction). The protein sequence of the target gene is MEPGPARPRLAPAARPGWGRAAGCRRRGGPARHGRASGQEDATTAGRQAGGGVRGEGTPAAGDGLGRPLGPTPSQSRFQVDPVSENAGRAAAAAAAAAAAAAAAGAAGKETPAAGKAGGESGVAKGSEEAKGRFRVNFVDPAASSSADDSLSDAAGVGGDGPNVSFQNGGDTVLSEGSSLHSGGGSGHHQQYYYDTHTNTYYLRTFGHNTMDAVPRIDHYRHTAAQLGEKLLRPSLAELHDELEKEPFEDGFANGEESTPTRDAVVAYTAESKGVVKFGWIKGVLVRCMLNIWGVMLFIR.... (2) The miRNA is mmu-miR-28b with sequence AGGAGCUCACAAUCUAUUUAG. The protein sequence of the target gene is MATGQKLMRAVRVFEFGGPEVLKLRSDIAVPIPKDHQVLIKVHACGVNPVETYIRSGTYSRKPLLPYTPGSDVAGVIEAVGDNASAFKKGDRVFTSSTISGGYAEYALAADHTVYKLPEKLDFKQGAAIGIPYFTAYRALIHSACVKAGESVLVHGASGGVGLAACQIARAYGLKILGTAGTEEGQKIVLQNGAHEVFNHREVNYIDKIKKYVGEKGIDIIIEMLANVNLSKDLSLLSHGGRVIVVGSRGTIEINPRDTMAKESSIIGVTLFSSTKEEFQQYAAALQAGMEIGWLKPVIG.... Result: 0 (no interaction). (3) Result: 0 (no interaction). The protein sequence of the target gene is MDLLYGLVWLLTVLLEGISGQGVYAPPTVRIVHSGLACNIEEERYSERVYTIREGETLELTCLVTGHPRPQIRWTKTAGSASDRFQDSSVFNETLRITNIQRHQGGRYYCKAENGLGSPAIKSIRVDVYYLDDPVVTVHQSIGEAKEQFYYERTVFLRCVANSNPPVRYSWRRGQEVLLQGSDKGVEIYEPFFTQGETKILKLKNLRPQDYANYSCIASVRNVCNIPDKMVSFRLSNKTASPSIKLLVDDPIVVNPGEAITLVCVTTGGEPAPSLTWVRSFGTLPEKTVLNGGTLTIPAI.... The miRNA is hsa-miR-302f with sequence UAAUUGCUUCCAUGUUU. (4) The miRNA is hsa-miR-4451 with sequence UGGUAGAGCUGAGGACA. The protein sequence of the target gene is MMAAVPPGLEPWNRVRIPKAGNRSAVTVQNPGAALDLCIAAVIKECHLVILSLKSQTLDAETDVLCAVLYSNHNRMGRHKPHLALKQVEQCLKRLKNMNLEGSIQDLFELFSSNENQPLTTKVCVVPSQPVVELVLMKVLGACKLLLRLLDCCCKTFLLTVKHLGLQEFIILNLVMVGLVSRLWVLYKGVLKRLILLYEPLFGLLQEVARIQPMPYFKDFTFPSDITEFLGQPYFEAFKKKMPIAFAAKGINKLLNKLFLINEQSPRASEETLLGISKKAKQMKINVQNNVDLGQPVKNK.... Result: 1 (interaction). (5) The miRNA is mmu-miR-708-5p with sequence AAGGAGCUUACAAUCUAGCUGGG. The protein sequence of the target gene is MATLESPGMDDQAGDTETEALQSARWLYCGEPDDRQKAVLVQFSNGKLQNPGDMRFTLYNSTDLVNPRQRSHRIVAAETDRLSYVGNNFGTGALKCNALCRHFVGILNKTSGQMEVYDAELFNMQPLFAGMGTEVIKLGGQHLYLLAFCQPSKNLAEAGDLLLSRHRQGHCIAVLLDDDAIEREPPLENQNKTFRDKLDSCIEAFGSTKQKRSLNSRRMNKVGSESLNLSVAKAAESIIDTKGVNALVSDAMQDDLQDGVLYLPPCYADAAKPEDVYRFEDILSPAEYDALESPSEAFRK.... Result: 0 (no interaction). (6) The miRNA is mmu-miR-101b-3p with sequence GUACAGUACUGUGAUAGCU. The protein sequence of the target gene is MANQVIRCKAAVAWEAGKPLSIEEIEVAPPKAHEVRIKILATAVCHTDAYTLSGADPEGCFPVILGHEGAGIVESVGEGVTKLKAGDTVIPLYIPQCGECKFCLNPKTNLCQKIRVTQGKGLMPDGTSRFTCKGKSVFHFMGTSTFSEYTVVADISVAKIDPSAPLDKVCLLGCGISTGYGAAVNTAKVEPGSTCAVFGLGGVGLAVIMGCKVAGASRIIGIDINKDKFAKAKEFGASECISPQDFSKSIQEVLVEMTDGGVDYSFECIGNVKVMRSALEAAHKGWGVSVVVGVAASGEE.... Result: 0 (no interaction).